This data is from Full USPTO retrosynthesis dataset with 1.9M reactions from patents (1976-2016). The task is: Predict the reactants needed to synthesize the given product. (1) Given the product [ClH:12].[C:27]([C:24]1[CH:25]=[CH:26][C:21]([NH:20][CH:14]([C:7]2[CH:8]=[C:9]([Cl:13])[CH:10]=[C:11]([Cl:12])[C:6]=2[OH:5])[C:15]([O:17][CH2:18][CH3:19])=[O:16])=[CH:22][CH:23]=1)(=[NH:28])[NH2:29], predict the reactants needed to synthesize it. The reactants are: Cl.C([O:5][C:6]1[C:11]([Cl:12])=[CH:10][C:9]([Cl:13])=[CH:8][C:7]=1[CH:14]([NH:20][C:21]1[CH:26]=[CH:25][C:24]([C:27](=[NH:29])[NH2:28])=[CH:23][CH:22]=1)[C:15]([O:17][CH2:18][CH3:19])=[O:16])C=C.[H][H]. (2) Given the product [O:17]1[C:21]2[CH:22]=[CH:23][C:24]([CH2:26][N:27]3[CH2:32][CH2:31][CH:30]([NH:33][C:12]([C:8]4[NH:9][C:10]5[C:5]([C:6](=[O:15])[CH:7]=4)=[CH:4][C:3]([F:16])=[C:2]([Cl:1])[CH:11]=5)=[O:14])[CH2:29][CH2:28]3)=[CH:25][C:20]=2[O:19][CH2:18]1, predict the reactants needed to synthesize it. The reactants are: [Cl:1][C:2]1[CH:11]=[C:10]2[C:5]([C:6](=[O:15])[CH:7]=[C:8]([C:12]([OH:14])=O)[NH:9]2)=[CH:4][C:3]=1[F:16].[O:17]1[C:21]2[CH:22]=[CH:23][C:24]([CH2:26][N:27]3[CH2:32][CH2:31][CH:30]([NH2:33])[CH2:29][CH2:28]3)=[CH:25][C:20]=2[O:19][CH2:18]1.CCN=C=NCCCN(C)C.C1C=CC2N(O)N=NC=2C=1.CN1CCOCC1.